From a dataset of Forward reaction prediction with 1.9M reactions from USPTO patents (1976-2016). Predict the product of the given reaction. (1) Given the reactants Cl.[C:2]([C:4]1[CH:5]=[C:6]([C:15]([O:17][CH2:18][CH3:19])=[O:16])[C:7](=[CH:13][CH:14]=1)[C:8]([O:10][CH2:11][CH3:12])=[O:9])#[N:3].[H][H], predict the reaction product. The product is: [NH2:3][CH2:2][C:4]1[CH:5]=[C:6]([C:15]([O:17][CH2:18][CH3:19])=[O:16])[C:7](=[CH:13][CH:14]=1)[C:8]([O:10][CH2:11][CH3:12])=[O:9]. (2) Given the reactants BrC([CH:9]1[CH:16]2[CH2:17][C:12]3([NH2:19])[CH2:13][CH:14]([CH2:18][CH:10]1[CH2:11]3)[CH2:15]2)C1C=CC=CC=1.[CH3:20][C:21]1[C:25]([B-](F)(F)F)=[C:24]([CH3:30])[O:23][N:22]=1.[K+], predict the reaction product. The product is: [CH3:20][C:21]1[C:25]([C:17]2[CH:12]=[CH:11][C:10]([CH2:18][NH:19][C:12]34[CH2:11][CH:10]5[CH2:9][CH:16]([CH2:15][CH:14]([CH2:18]5)[CH2:13]3)[CH2:17]4)=[CH:9][CH:16]=2)=[C:24]([CH3:30])[O:23][N:22]=1. (3) Given the reactants [CH:1]1([C:4]2[N:9]=[C:8]([C:10]([NH:12][C:13]3[CH:17]=[N:16][N:15]([CH3:18])[C:14]=3[C:19]([OH:21])=O)=[O:11])[C:7]([NH:22][C:23]3[CH:24]=[N:25][CH:26]=[N:27][CH:28]=3)=[N:6][CH:5]=2)[CH2:3][CH2:2]1.[CH3:29][NH:30][CH:31]1[CH2:35][CH2:34][N:33]([CH3:36])[CH2:32]1, predict the reaction product. The product is: [CH3:18][N:15]1[C:14]([C:19](=[O:21])[N:30]([CH3:29])[CH:31]2[CH2:35][CH2:34][N:33]([CH3:36])[CH2:32]2)=[C:13]([NH:12][C:10]([C:8]2[C:7]([NH:22][C:23]3[CH:28]=[N:27][CH:26]=[N:25][CH:24]=3)=[N:6][CH:5]=[C:4]([CH:1]3[CH2:2][CH2:3]3)[N:9]=2)=[O:11])[CH:17]=[N:16]1. (4) Given the reactants [H-].[Na+].ClC1C2N=C(CC(F)(F)F)[N:9](Cl)C=2C=CC=1.[Cl:19][C:20]1[CH:21]=[C:22]2[C:26](=[CH:27][C:28]=1[Cl:29])[NH:25][C:24]([CH2:30][C:31]([F:34])([F:33])[F:32])=C2.[F:35][C:36]1[CH:43]=[CH:42][CH:41]=[CH:40][C:37]=1[CH2:38]Br.[NH4+].[Cl-], predict the reaction product. The product is: [Cl:29][C:28]1[C:20]([Cl:19])=[CH:21][C:22]2[N:9]([CH2:38][C:37]3[CH:40]=[CH:41][CH:42]=[CH:43][C:36]=3[F:35])[C:24]([CH2:30][C:31]([F:32])([F:33])[F:34])=[N:25][C:26]=2[CH:27]=1.